From a dataset of Forward reaction prediction with 1.9M reactions from USPTO patents (1976-2016). Predict the product of the given reaction. (1) Given the reactants [CH3:1][O:2][C:3]1[CH:4]=[C:5]([NH:13][C:14]2[N:15]=[N:16][C:17]([CH:20]([NH:22][C:23]([C:25]3[NH:26][C:27]4[C:32]([CH:33]=3)=[CH:31][CH:30]=[CH:29][CH:28]=4)=O)[CH3:21])=[CH:18][N:19]=2)[CH:6]=[C:7]([O:11][CH3:12])[C:8]=1[O:9][CH3:10].N1C=NC=N1.P(Cl)(Cl)(Cl)=O, predict the reaction product. The product is: [NH:26]1[C:27]2[C:32](=[CH:31][CH:30]=[CH:29][CH:28]=2)[CH:33]=[C:25]1[C:23]1[N:16]2[C:17]([CH:18]=[N:19][C:14]([NH:13][C:5]3[CH:4]=[C:3]([O:2][CH3:1])[C:8]([O:9][CH3:10])=[C:7]([O:11][CH3:12])[CH:6]=3)=[N:15]2)=[C:20]([CH3:21])[N:22]=1. (2) Given the reactants [OH:1][CH2:2][C:3]([CH2:14][OH:15])([C:9]([O:11][CH2:12][CH3:13])=[O:10])[C:4]([O:6][CH2:7][CH3:8])=[O:5].CO[C:18](OC)([CH3:20])[CH3:19].S(=O)(=O)(O)O.C(=O)([O-])[O-].[Na+].[Na+], predict the reaction product. The product is: [CH2:12]([O:11][C:9]([C:3]1([C:4]([O:6][CH2:7][CH3:8])=[O:5])[CH2:2][O:1][C:18]([CH3:20])([CH3:19])[O:15][CH2:14]1)=[O:10])[CH3:13]. (3) Given the reactants [OH-].[Na+].O.C([O:6][C:7]([C:9]1[N:10]([C:30]2[CH:35]=[CH:34][C:33]([O:36][CH:37]([CH3:39])[CH3:38])=[CH:32][CH:31]=2)[C:11]2[C:16]([C:17]=1[Cl:18])=[CH:15][C:14]([O:19][C:20]1[CH:25]=[CH:24][C:23]([C:26]([F:29])([F:28])[F:27])=[CH:22][CH:21]=1)=[CH:13][CH:12]=2)=[O:8])C.Cl, predict the reaction product. The product is: [Cl:18][C:17]1[C:16]2[C:11](=[CH:12][CH:13]=[C:14]([O:19][C:20]3[CH:25]=[CH:24][C:23]([C:26]([F:29])([F:27])[F:28])=[CH:22][CH:21]=3)[CH:15]=2)[N:10]([C:30]2[CH:35]=[CH:34][C:33]([O:36][CH:37]([CH3:38])[CH3:39])=[CH:32][CH:31]=2)[C:9]=1[C:7]([OH:8])=[O:6].